This data is from Catalyst prediction with 721,799 reactions and 888 catalyst types from USPTO. The task is: Predict which catalyst facilitates the given reaction. (1) Reactant: CC[N:3]([CH:7]([CH3:9])C)[CH:4]([CH3:6])C.[CH3:10][O:11][C:12](=[O:22])[C:13]1[CH:21]=[CH:20][C:16]([C:17]([OH:19])=O)=[CH:15][CH:14]=1.C1C=CC2N(O)N=NC=2C=1.CCN=C=NCCCN(C)C.N1CCCC1. Product: [CH3:10][O:11][C:12](=[O:22])[C:13]1[CH:14]=[CH:15][C:16]([C:17]([N:3]2[CH2:4][CH2:6][CH2:9][CH2:7]2)=[O:19])=[CH:20][CH:21]=1. The catalyst class is: 18. (2) Product: [C:1]([NH:4][C@@H:5]([C:9]1[CH:8]=[CH:7][CH:6]=[CH:16][CH:15]=1)[CH2:10][C:11]([OH:13])=[O:12])(=[O:3])[CH3:2]. The catalyst class is: 6. Reactant: [C:1]([NH:4][C:5]1([CH2:10][C:11]([OH:13])=[O:12])[CH2:9][CH2:8][CH2:7][CH2:6]1)(=[O:3])[CH3:2].N[C@@H:15](C1C=CC=CC=1)[CH2:16]C(O)=O.CC#N.O.CC#N. (3) Reactant: CC1(C)OO1.[Si]([O:13][C@@H:14]1[C:18](=[CH2:19])[O:17][C@@H:16]([N:20]2[C:24]3[N:25]=[CH:26][N:27]=[C:28]([NH:29]C(=O)C(C)(C)C)[C:23]=3[CH:22]=[CH:21]2)[C@H:15]1[F:36])(C(C)(C)C)(C)C.Cl[Sn](Cl)(Cl)Cl.[Si]([N:46]=[N+:47]=[N-:48])(C)(C)C.CCCC[N+](CCCC)(CCCC)CCCC.[F-].C1C[O:70]CC1. Product: [N:46]([C@:18]1([CH2:19][OH:70])[O:17][C@@H:16]([N:20]2[C:24]3[N:25]=[CH:26][N:27]=[C:28]([NH2:29])[C:23]=3[CH:22]=[CH:21]2)[C@@H:15]([F:36])[C@@H:14]1[OH:13])=[N+:47]=[N-:48]. The catalyst class is: 21. (4) Reactant: [H-].C([Al+]CC(C)C)C(C)C.[Br:11][C:12]1[C:16]2=[C:17]3[C:22](=[CH:23][CH:24]=[C:15]2[S:14][C:13]=1[C:25](OCC)=[O:26])[N:21]=[CH:20][CH:19]=[CH:18]3.S(=O)(=O)(O)O.C(=O)([O-])O.[Na+]. Product: [Br:11][C:12]1[C:16]2=[C:17]3[C:22](=[CH:23][CH:24]=[C:15]2[S:14][C:13]=1[CH2:25][OH:26])[N:21]=[CH:20][CH:19]=[CH:18]3. The catalyst class is: 11. (5) Reactant: C(OC(=O)[N:7]([CH2:33][C:34]1[CH:43]=[CH:42][C:37]2[O:38][CH2:39][CH2:40][O:41][C:36]=2[CH:35]=1)[CH:8]1[CH2:13][CH2:12][N:11]([CH2:14][CH2:15][N:16]2[C:25]3[C:20](=[C:21]([CH:28]([OH:31])[CH2:29][CH3:30])[CH:22]=[C:23]([O:26][CH3:27])[CH:24]=3)[CH:19]=[CH:18][C:17]2=[O:32])[CH2:10][CH2:9]1)(C)(C)C.[ClH:45].O1CCOCC1. Product: [ClH:45].[O:38]1[C:37]2[CH:42]=[CH:43][C:34]([CH2:33][NH:7][CH:8]3[CH2:13][CH2:12][N:11]([CH2:14][CH2:15][N:16]4[C:25]5[C:20](=[C:21]([CH:28]([OH:31])[CH2:29][CH3:30])[CH:22]=[C:23]([O:26][CH3:27])[CH:24]=5)[CH:19]=[CH:18][C:17]4=[O:32])[CH2:10][CH2:9]3)=[CH:35][C:36]=2[O:41][CH2:40][CH2:39]1. The catalyst class is: 12. (6) Reactant: [Cl:1][C:2]1[CH:3]=[CH:4][C:5]2[N:6]=[CH:7][NH:8][C:9](=O)[C:10]=2[N:11]=1.C(N(CC)C(C)C)(C)C.O=P(Cl)(Cl)[Cl:24]. Product: [Cl:24][C:9]1[C:10]2[N:11]=[C:2]([Cl:1])[CH:3]=[CH:4][C:5]=2[N:6]=[CH:7][N:8]=1. The catalyst class is: 11. (7) Reactant: C(=O)([O-])[O-].[K+].[K+].Cl.[NH:8]1[CH2:12][CH2:11][CH2:10][C@H:9]1[CH2:13][NH:14][C:15]([C:17]1[C:18]([Cl:26])=[N:19][C:20]([S:24][CH3:25])=[N:21][C:22]=1Cl)=[O:16]. Product: [Cl:26][C:18]1[C:17]2[C:15](=[O:16])[NH:14][CH2:13][C@H:9]3[N:8]([CH2:12][CH2:11][CH2:10]3)[C:22]=2[N:21]=[C:20]([S:24][CH3:25])[N:19]=1. The catalyst class is: 12. (8) Reactant: [CH2:1]([O:8][C:9]([N:11]1[CH2:16][C:15]([CH2:17][CH2:18]OS(C)(=O)=O)=[CH:14][CH2:13][CH2:12]1)=[O:10])[C:2]1[CH:7]=[CH:6][CH:5]=[CH:4][CH:3]=1.[N-:24]=[N+:25]=[N-:26].[Na+]. Product: [CH2:1]([O:8][C:9]([N:11]1[CH2:16][C:15]([CH2:17][CH2:18][N:24]=[N+:25]=[N-:26])=[CH:14][CH2:13][CH2:12]1)=[O:10])[C:2]1[CH:7]=[CH:6][CH:5]=[CH:4][CH:3]=1. The catalyst class is: 9. (9) Reactant: [OH:1][C:2]1[CH:3]=[C:4]2[C:9](=[CH:10][CH:11]=1)[C:8]([C:12]([O:14]C)=[O:13])=[CH:7][CH:6]=[C:5]2[CH3:16].C(=O)([O-])[O-].[Cs+].[Cs+].Cl[C:24]1[C:33]2[C:28](=[CH:29][C:30]([O:36][CH3:37])=[C:31]([O:34][CH3:35])[CH:32]=2)[N:27]=[CH:26][CH:25]=1. Product: [CH3:35][O:34][C:31]1[CH:32]=[C:33]2[C:28](=[CH:29][C:30]=1[O:36][CH3:37])[N:27]=[CH:26][CH:25]=[C:24]2[O:1][C:2]1[CH:3]=[C:4]2[C:9](=[CH:10][CH:11]=1)[C:8]([C:12]([OH:14])=[O:13])=[CH:7][CH:6]=[C:5]2[CH3:16]. The catalyst class is: 3. (10) Reactant: [CH:1]([S:3]([N:6]1[CH2:11][CH2:10][CH:9]([C:12]2[C:20]3[C:15](=[C:16]([C:27]([NH2:29])=[O:28])[CH:17]=[C:18]([C:21]4[CH:26]=[CH:25][CH:24]=[CH:23][CH:22]=4)[CH:19]=3)[NH:14][CH:13]=2)[CH2:8][CH2:7]1)(=[O:5])=[O:4])=[CH2:2].[N:30]1([CH2:36][CH2:37][OH:38])[CH2:35][CH2:34][CH2:33][CH2:32][CH2:31]1.C([O-])([O-])=O.[K+].[K+].[I-].[Na+]. Product: [C:21]1([C:18]2[CH:19]=[C:20]3[C:15](=[C:16]([C:27]([NH2:29])=[O:28])[CH:17]=2)[NH:14][CH:13]=[C:12]3[CH:9]2[CH2:8][CH2:7][N:6]([S:3]([CH2:1][CH2:2][O:38][CH2:37][CH2:36][N:30]3[CH2:35][CH2:34][CH2:33][CH2:32][CH2:31]3)(=[O:5])=[O:4])[CH2:11][CH2:10]2)[CH:26]=[CH:25][CH:24]=[CH:23][CH:22]=1. The catalyst class is: 16.